Dataset: Reaction yield outcomes from USPTO patents with 853,638 reactions. Task: Predict the reaction yield, written as a fraction of the theoretical maximum amount of product (1.0 means a 100% yield; for example, 0.34 means a 34% yield). (1) The reactants are [Cl-].O[NH3+].[C:4](=[O:7])([O-])[OH:5].[Na+].[CH3:9][C:10]1[O:14][C:13]([CH2:15][O:16][C@H:17]2[CH2:22][CH2:21][C@H:20]([N:23]3[C:28](=[O:29])[C:27]([CH2:30][C:31]4[CH:36]=[CH:35][C:34]([C:37]5[C:38]([C:43]#[N:44])=[CH:39][CH:40]=[CH:41][CH:42]=5)=[CH:33][CH:32]=4)=[C:26]([CH2:45][CH2:46][CH3:47])[N:25]4[N:48]=[CH:49][N:50]=[C:24]34)[CH2:19][CH2:18]2)=[N:12][N:11]=1.[N:51]12CCCN=C1CCCCC2.Cl. The catalyst is O1CCCC1.C(OCC)(=O)C.O.CS(C)=O. The product is [CH3:9][C:10]1[O:14][C:13]([CH2:15][O:16][C@H:17]2[CH2:22][CH2:21][C@H:20]([N:23]3[C:28](=[O:29])[C:27]([CH2:30][C:31]4[CH:36]=[CH:35][C:34]([C:37]5[CH:42]=[CH:41][CH:40]=[CH:39][C:38]=5[C:43]5[NH:51][C:4](=[O:7])[O:5][N:44]=5)=[CH:33][CH:32]=4)=[C:26]([CH2:45][CH2:46][CH3:47])[N:25]4[N:48]=[CH:49][N:50]=[C:24]34)[CH2:19][CH2:18]2)=[N:12][N:11]=1. The yield is 0.150. (2) The reactants are [CH3:1][C:2]1([CH3:23])[CH2:7][C:6](OS(C(F)(F)F)(=O)=O)=[CH:5][CH2:4][N:3]1[C:16]([O:18][C:19]([CH3:22])([CH3:21])[CH3:20])=[O:17].[CH3:24][N:25]1[C:29]2=[N:30][CH:31]=[C:32]([N+:35]([O-:37])=[O:36])[C:33]([CH3:34])=[C:28]2[C:27](B2OC(C)(C)C(C)(C)O2)=[CH:26]1.[O-]P([O-])([O-])=O.[K+].[K+].[K+]. The catalyst is C1C=CC([P]([Pd]([P](C2C=CC=CC=2)(C2C=CC=CC=2)C2C=CC=CC=2)([P](C2C=CC=CC=2)(C2C=CC=CC=2)C2C=CC=CC=2)[P](C2C=CC=CC=2)(C2C=CC=CC=2)C2C=CC=CC=2)(C2C=CC=CC=2)C2C=CC=CC=2)=CC=1.O1CCOCC1.O. The product is [CH3:24][N:25]1[C:29]2=[N:30][CH:31]=[C:32]([N+:35]([O-:37])=[O:36])[C:33]([CH3:34])=[C:28]2[C:27]([C:6]2[CH2:7][C:2]([CH3:23])([CH3:1])[N:3]([C:16]([O:18][C:19]([CH3:22])([CH3:21])[CH3:20])=[O:17])[CH2:4][CH:5]=2)=[CH:26]1. The yield is 0.770. (3) The reactants are C(N(CC)CC)C.[CH:8]([C:10]1[C:14]2=[N:15][CH:16]=[CH:17][CH:18]=[C:13]2[N:12](C(OC(C)(C)C)=O)[CH:11]=1)=[O:9].[CH:26](=[N:33][C:34]1[CH:39]=[CH:38][CH:37]=[C:36]([O:40][CH3:41])[CH:35]=1)[C:27]1[CH:32]=[CH:31][CH:30]=[CH:29][CH:28]=1. The catalyst is [Cl-].C([N+]1C(C)=C(CCO)SC=1)C1C=CC=CC=1.C(O)C. The product is [CH3:41][O:40][C:36]1[CH:35]=[C:34]([NH:33][CH:26]([C:27]2[CH:32]=[CH:31][CH:30]=[CH:29][CH:28]=2)[C:8]([C:10]2[C:14]3=[N:15][CH:16]=[CH:17][CH:18]=[C:13]3[NH:12][CH:11]=2)=[O:9])[CH:39]=[CH:38][CH:37]=1. The yield is 0.0500. (4) The catalyst is C(OCC)(=O)C.CN(C=O)C. The product is [Cl:13][C:14]1[N:19]=[CH:18][C:17]2[NH:21][C:8](=[O:10])[C@H:3]3[C@H:2]([CH3:1])[O:7][CH2:6][CH2:5][N:4]3[C:16]=2[N:15]=1. The reactants are [CH3:1][C@@H:2]1[O:7][CH2:6][CH2:5][NH:4][C@H:3]1[C:8]([O:10]CC)=O.[Cl:13][C:14]1[N:19]=[C:18](Cl)[C:17]([NH2:21])=[CH:16][N:15]=1.CCN(C(C)C)C(C)C.[OH-].[Na+].CC(OC(OC(OC(C)(C)C)=O)=O)(C)C.Cl. The yield is 0.227.